This data is from Full USPTO retrosynthesis dataset with 1.9M reactions from patents (1976-2016). The task is: Predict the reactants needed to synthesize the given product. (1) Given the product [Cl:24][C:25]1[CH:26]=[CH:27][C:28]([NH:37][C:38]2[C:43]([Cl:44])=[CH:42][N:41]=[C:40]([NH:1][C:2]3[C:21]([O:22][CH3:23])=[CH:20][C:5]4[CH2:6][CH2:7][N:8]([CH2:11][C:12]([N:14]5[CH2:19][CH2:18][O:17][CH2:16][CH2:15]5)=[O:13])[CH2:9][CH2:10][C:4]=4[CH:3]=3)[N:39]=2)=[C:29]([S:31]([N:34]([CH3:36])[CH3:35])(=[O:32])=[O:33])[CH:30]=1, predict the reactants needed to synthesize it. The reactants are: [NH2:1][C:2]1[C:21]([O:22][CH3:23])=[CH:20][C:5]2[CH2:6][CH2:7][N:8]([CH2:11][C:12]([N:14]3[CH2:19][CH2:18][O:17][CH2:16][CH2:15]3)=[O:13])[CH2:9][CH2:10][C:4]=2[CH:3]=1.[Cl:24][C:25]1[CH:26]=[CH:27][C:28]([NH:37][C:38]2[C:43]([Cl:44])=[CH:42][N:41]=[C:40](Cl)[N:39]=2)=[C:29]([S:31]([N:34]([CH3:36])[CH3:35])(=[O:33])=[O:32])[CH:30]=1. (2) Given the product [CH:33]([N:36]1[CH2:41][CH2:40][CH:39]([NH:42][C:12]2[CH:17]=[CH:16][CH:15]=[CH:14][C:13]=2[C:18]2[N:27]=[CH:26][C:25]3[C:20](=[CH:21][C:22]([O:31][CH3:32])=[CH:23][C:24]=3[O:29][CH3:30])[N:19]=2)[CH2:38][CH2:37]1)([CH3:35])[CH3:34], predict the reactants needed to synthesize it. The reactants are: C[Si]([N-][Si](C)(C)C)(C)C.[Li+].F[C:12]1[CH:17]=[CH:16][CH:15]=[CH:14][C:13]=1[C:18]1[NH:27][C:26](=O)[C:25]2[C:20](=[CH:21][C:22]([O:31][CH3:32])=[CH:23][C:24]=2[O:29][CH3:30])[N:19]=1.[CH:33]([N:36]1[CH2:41][CH2:40][CH:39]([NH2:42])[CH2:38][CH2:37]1)([CH3:35])[CH3:34]. (3) Given the product [C:1]([O:5][C:6]([N:8]1[CH2:13][CH:12]=[C:11]([C:14]2[NH:23][C:17]3[N:18]=[CH:19][N:20]=[C:21]([NH:34][C:31]4[CH:32]=[CH:33][C:28]5[N:27]=[CH:26][N:25]([CH3:24])[C:29]=5[CH:30]=4)[C:16]=3[CH:15]=2)[CH2:10][CH2:9]1)=[O:7])([CH3:4])([CH3:3])[CH3:2], predict the reactants needed to synthesize it. The reactants are: [C:1]([O:5][C:6]([N:8]1[CH2:13][CH:12]=[C:11]([C:14]2[NH:23][C:17]3[N:18]=[CH:19][N:20]=[C:21](Cl)[C:16]=3[CH:15]=2)[CH2:10][CH2:9]1)=[O:7])([CH3:4])([CH3:3])[CH3:2].[CH3:24][N:25]1[C:29]2[CH:30]=[C:31]([NH2:34])[CH:32]=[CH:33][C:28]=2[N:27]=[CH:26]1. (4) Given the product [Br:1][C:2]1[CH:10]=[CH:9][C:5]([CH2:6][OH:7])=[C:4]([CH3:11])[CH:3]=1, predict the reactants needed to synthesize it. The reactants are: [Br:1][C:2]1[CH:10]=[CH:9][C:5]([C:6](O)=[O:7])=[C:4]([CH3:11])[CH:3]=1.[H-].[Al+3].[Li+].[H-].[H-].[H-]. (5) Given the product [N:1]([C:4]1[CH:9]=[CH:8][N:7]=[C:6]2[N:10]([CH2:16][O:17][CH2:18][CH2:19][Si:20]([CH3:23])([CH3:22])[CH3:21])[CH:11]=[CH:12][C:5]=12)=[N+:2]=[N-:3], predict the reactants needed to synthesize it. The reactants are: [N:1]([C:4]1[CH:9]=[CH:8][N:7]=[C:6]2[NH:10][CH:11]=[CH:12][C:5]=12)=[N+:2]=[N-:3].[H-].[Na+].Cl[CH2:16][O:17][CH2:18][CH2:19][Si:20]([CH3:23])([CH3:22])[CH3:21].O.